Dataset: Full USPTO retrosynthesis dataset with 1.9M reactions from patents (1976-2016). Task: Predict the reactants needed to synthesize the given product. (1) Given the product [CH2:2]([S:39]([C:15]1[CH:20]=[CH:19][CH:18]=[CH:17][C:16]=1[C:21]1[NH:33][C:24]2=[N:25][CH:26]=[C:27]([C:29]([F:32])([F:30])[F:31])[CH:28]=[C:23]2[N:22]=1)(=[O:43])=[O:41])[CH3:3], predict the reactants needed to synthesize it. The reactants are: Cl[C:2]1C=CC=C(C(OO)=O)[CH:3]=1.C(S[C:15]1[CH:20]=[CH:19][CH:18]=[CH:17][C:16]=1[C:21]1[NH:33][C:24]2=[N:25][CH:26]=[C:27]([C:29]([F:32])([F:31])[F:30])[CH:28]=[C:23]2[N:22]=1)C.C(=O)([O-])O.[Na+].[S:39]([O-:43])([O-])(=[O:41])=S.[Na+].[Na+]. (2) Given the product [CH3:21][Si:18]([CH3:19])([CH3:20])[CH2:17][CH2:16][O:15][CH2:14][N:12]1[CH:13]=[C:9]([C:24]2[CH:25]=[C:26]([CH:29]=[CH:30][CH:31]=2)[C:27]#[N:28])[CH:10]=[N:11]1, predict the reactants needed to synthesize it. The reactants are: CC1(C)C(C)(C)OB([C:9]2[CH:10]=[N:11][N:12]([CH2:14][O:15][CH2:16][CH2:17][Si:18]([CH3:21])([CH3:20])[CH3:19])[CH:13]=2)O1.Br[C:24]1[CH:25]=[C:26]([CH:29]=[CH:30][CH:31]=1)[C:27]#[N:28].C1(C)C=CC=CC=1.C(O)C.C(=O)([O-])[O-].[Na+].[Na+].O. (3) Given the product [C:27]([C:19]1[N:18]=[C:17]([NH:1][C@H:2]2[CH2:6][CH2:5][N:4]([C:7]([O:9][C:10]([CH3:13])([CH3:12])[CH3:11])=[O:8])[CH2:3]2)[C:26]2[C:21]([CH:20]=1)=[CH:22][CH:23]=[CH:24][CH:25]=2)#[N:28], predict the reactants needed to synthesize it. The reactants are: [NH2:1][C@H:2]1[CH2:6][CH2:5][N:4]([C:7]([O:9][C:10]([CH3:13])([CH3:12])[CH3:11])=[O:8])[CH2:3]1.[H-].[Na+].Cl[C:17]1[C:26]2[C:21](=[CH:22][CH:23]=[CH:24][CH:25]=2)[CH:20]=[C:19]([C:27]#[N:28])[N:18]=1. (4) Given the product [Cl:1][C:2]1[CH:7]=[CH:6][N:5]=[C:4]([C:12]([NH:11][CH3:10])=[O:13])[CH:3]=1, predict the reactants needed to synthesize it. The reactants are: [Cl:1][C:2]1[CH:7]=[CH:6][N:5]=[CH:4][CH:3]=1.OO.[CH3:10][NH:11][CH:12]=[O:13]. (5) The reactants are: [Br:1][C:2]1[CH:7]=[CH:6][C:5]([NH:8][C:9](=[NH:19])[C:10]2[CH:15]=[CH:14][CH:13]=[CH:12][C:11]=2[CH:16]([CH3:18])[CH3:17])=[CH:4][CH:3]=1.Br[CH2:21][C:22](=O)[C:23]([O:25][CH2:26][CH3:27])=[O:24].C(=O)(O)[O-].[Na+]. Given the product [CH2:26]([O:25][C:23]([C:22]1[N:19]=[C:9]([C:10]2[CH:15]=[CH:14][CH:13]=[CH:12][C:11]=2[CH:16]([CH3:17])[CH3:18])[N:8]([C:5]2[CH:6]=[CH:7][C:2]([Br:1])=[CH:3][CH:4]=2)[CH:21]=1)=[O:24])[CH3:27], predict the reactants needed to synthesize it. (6) Given the product [Br:23][C:22]1[N:21]2[C:17]([S:18][CH:19]=[CH:20]2)=[N:16][C:15]=1[C:5]1[CH:6]=[CH:7][C:8]([C:9]2[CH:14]=[CH:13][CH:12]=[CH:11][N:10]=2)=[C:3]([O:2][CH3:1])[CH:4]=1, predict the reactants needed to synthesize it. The reactants are: [CH3:1][O:2][C:3]1[CH:4]=[C:5]([C:15]2[N:16]=[C:17]3[N:21]([CH:22]=2)[CH:20]=[CH:19][S:18]3)[CH:6]=[CH:7][C:8]=1[C:9]1[CH:14]=[CH:13][CH:12]=[CH:11][N:10]=1.[Br:23]Br. (7) Given the product [N:1]1[C:10]2[NH:9][C:8]3[CH:11]=[C:12]([CH2:15][N:16]4[CH2:21][CH2:20][CH:19]([NH:22][C:23](=[O:24])[CH:25]([C:26]#[N:27])[C:29](=[O:28])[CH3:30])[CH2:18][CH2:17]4)[CH:13]=[CH:14][C:7]=3[S:6][C:5]=2[N:4]=[CH:3][CH:2]=1, predict the reactants needed to synthesize it. The reactants are: [N:1]1[C:10]2[NH:9][C:8]3[CH:11]=[C:12]([CH2:15][N:16]4[CH2:21][CH2:20][CH:19]([NH:22][C:23]([C:25]5[CH:26]=[N:27][O:28][C:29]=5[CH3:30])=[O:24])[CH2:18][CH2:17]4)[CH:13]=[CH:14][C:7]=3[S:6][C:5]=2[N:4]=[CH:3][CH:2]=1.COC(OC)N(C)C.O.C(OCC)(=O)C.